This data is from TCR-epitope binding with 47,182 pairs between 192 epitopes and 23,139 TCRs. The task is: Binary Classification. Given a T-cell receptor sequence (or CDR3 region) and an epitope sequence, predict whether binding occurs between them. (1) The epitope is ITEEVGHTDLMAAY. The TCR CDR3 sequence is CASSQAEGPHEQFF. Result: 0 (the TCR does not bind to the epitope). (2) The epitope is CTELKLSDY. The TCR CDR3 sequence is CASSRGLAGGPENTGELFF. Result: 0 (the TCR does not bind to the epitope). (3) The epitope is LLLGIGILV. The TCR CDR3 sequence is CASSYGGLGQPQHF. Result: 1 (the TCR binds to the epitope). (4) The epitope is LLDFVRFMGV. The TCR CDR3 sequence is CSARDQWRQGLHEQYF. Result: 0 (the TCR does not bind to the epitope).